The task is: Predict the product of the given reaction.. This data is from Forward reaction prediction with 1.9M reactions from USPTO patents (1976-2016). (1) Given the reactants [CH2:1]([C:3]1[C:8]([I:9])=[CH:7][N:6]=[C:5](N)[CH:4]=1)[CH3:2].[ClH:11].N([O-])=O.[Na+].[OH-].[Na+], predict the reaction product. The product is: [Cl:11][C:5]1[CH:4]=[C:3]([CH2:1][CH3:2])[C:8]([I:9])=[CH:7][N:6]=1. (2) The product is: [F:1][C:2]1[CH:3]=[CH:4][C:5]([C:8](=[O:29])[CH2:9][CH2:10][CH2:11][N:12]2[CH2:17][CH2:16][CH2:15][CH:14]([CH2:18][O:19][C:35]3[CH:36]=[CH:37][CH:38]=[CH:39][C:34]=3[NH:33][C:30](=[O:32])[CH3:31])[CH2:13]2)=[CH:6][CH:7]=1. Given the reactants [F:1][C:2]1[CH:7]=[CH:6][C:5]([C:8](=[O:29])[CH2:9][CH2:10][CH2:11][N:12]2[CH2:17][CH2:16][CH2:15][CH:14]([CH2:18][O:19]S(C3C=CC=CC=3)(=O)=O)[CH2:13]2)=[CH:4][CH:3]=1.[C:30]([NH:33][C:34]1[CH:39]=[CH:38][CH:37]=[CH:36][C:35]=1O)(=[O:32])[CH3:31].C(=O)([O-])[O-].[K+].[K+], predict the reaction product.